This data is from Forward reaction prediction with 1.9M reactions from USPTO patents (1976-2016). The task is: Predict the product of the given reaction. Given the reactants [Cl:1][C:2]1[CH:7]=[CH:6][C:5]([C:8]([N:13]2[C:21]3[CH:20]=[CH:19][CH:18]=[C:17]([NH2:22])[C:16]=3[CH:15]=[CH:14]2)([CH2:11][CH3:12])[CH2:9][CH3:10])=[CH:4][CH:3]=1.CN1CCOCC1.[CH3:30][S:31](Cl)(=[O:33])=[O:32], predict the reaction product. The product is: [Cl:1][C:2]1[CH:3]=[CH:4][C:5]([C:8]([N:13]2[C:21]3[C:16](=[C:17]([NH:22][S:31]([CH3:30])(=[O:33])=[O:32])[CH:18]=[CH:19][CH:20]=3)[CH:15]=[CH:14]2)([CH2:11][CH3:12])[CH2:9][CH3:10])=[CH:6][CH:7]=1.